This data is from Catalyst prediction with 721,799 reactions and 888 catalyst types from USPTO. The task is: Predict which catalyst facilitates the given reaction. (1) Reactant: [F:1][C:2]1[CH:9]=[CH:8][C:7]([F:10])=[CH:6][C:3]=1[CH:4]=[O:5].[Cl:11][C:12]1[N:16]([CH3:17])[CH:15]=[N:14][CH:13]=1.[C:18](O[C:18]([O:20][C:21]([CH3:24])([CH3:23])[CH3:22])=[O:19])([O:20][C:21]([CH3:24])([CH3:23])[CH3:22])=[O:19]. Product: [C:21]([O:20][C:18]([O:5][CH:4]([C:3]1[CH:6]=[C:7]([F:10])[CH:8]=[CH:9][C:2]=1[F:1])[C:15]1[N:16]([CH3:17])[C:12]([Cl:11])=[CH:13][N:14]=1)=[O:19])([CH3:24])([CH3:23])[CH3:22]. The catalyst class is: 10. (2) Reactant: [OH:1][C:2]1[CH:12]=[CH:11][CH:10]=[CH:9][C:3]=1[C:4]([O:6][CH2:7][CH3:8])=[O:5].[C:13]([O:17][C:18]([NH:20][CH:21]([CH2:25][C:26]1[CH:31]=[CH:30][CH:29]=[CH:28][CH:27]=1)[C:22](O)=[O:23])=[O:19])([CH3:16])([CH3:15])[CH3:14].CCN=C=NCCCN(C)C.CN(C1C=CC=CN=1)C. Product: [C:13]([O:17][C:18]([NH:20][CH:21]([CH2:25][C:26]1[CH:27]=[CH:28][CH:29]=[CH:30][CH:31]=1)[C:22]([O:1][C:2]1[CH:12]=[CH:11][CH:10]=[CH:9][C:3]=1[C:4]([O:6][CH2:7][CH3:8])=[O:5])=[O:23])=[O:19])([CH3:16])([CH3:14])[CH3:15]. The catalyst class is: 2. (3) Reactant: [F:1][C:2]([F:32])([F:31])[C:3]1[CH:8]=[CH:7][C:6]([C:9]2[C:10]([C:15]([NH:17][C:18]3[CH:27]=[C:26]4[C:21]([CH:22]=[C:23]([C:28]([OH:30])=O)[CH:24]=[N:25]4)=[CH:20][CH:19]=3)=[O:16])=[CH:11][CH:12]=[CH:13][CH:14]=2)=[CH:5][CH:4]=1.[Cl-].[NH4+].Cl.C[N:37](C)CCCN=C=NCC.ON1C2C=CC=CC=2N=N1.C(N(CC)CC)C. Product: [F:1][C:2]([F:31])([F:32])[C:3]1[CH:4]=[CH:5][C:6]([C:9]2[C:10]([C:15]([NH:17][C:18]3[CH:27]=[C:26]4[C:21]([CH:22]=[C:23]([C:28]([NH2:37])=[O:30])[CH:24]=[N:25]4)=[CH:20][CH:19]=3)=[O:16])=[CH:11][CH:12]=[CH:13][CH:14]=2)=[CH:7][CH:8]=1. The catalyst class is: 4. (4) Reactant: [C:1]([C:4]1[C:22](=[O:23])[C@@:8]2([CH3:24])[C:9]3[C:15]([OH:16])=[CH:14][C:13]([O:17][CH3:18])=[C:12]([C:19]([NH2:21])=[O:20])[C:10]=3[O:11][C:7]2=[CH:6][C:5]=1[OH:25])(=[O:3])[CH3:2].[Cl:26][C:27]1[CH:46]=[CH:45][C:30]([CH2:31][O:32][C:33]2[C:42]3[C:37](=[CH:38][CH:39]=[CH:40][CH:41]=3)[C:36]([CH:43]=O)=[CH:35][CH:34]=2)=[CH:29][CH:28]=1.C([SiH](CC)CC)C.FC(F)(F)C(O)=O. Product: [C:1]([C:4]1[C:22](=[O:23])[C@@:8]2([CH3:24])[C:9]3[C:15]([OH:16])=[CH:14][C:13]([O:17][CH3:18])=[C:12]([C:19]([NH:21][CH2:43][C:36]4[C:37]5[C:42](=[CH:41][CH:40]=[CH:39][CH:38]=5)[C:33]([O:32][CH2:31][C:30]5[CH:29]=[CH:28][C:27]([Cl:26])=[CH:46][CH:45]=5)=[CH:34][CH:35]=4)=[O:20])[C:10]=3[O:11][C:7]2=[CH:6][C:5]=1[OH:25])(=[O:3])[CH3:2]. The catalyst class is: 10. (5) Reactant: [Cl:1][C:2]1[CH:7]=[CH:6][C:5]([NH:8][C:9]2[C:10]([NH2:15])=[CH:11][CH:12]=[CH:13][CH:14]=2)=[CH:4][CH:3]=1.[CH3:16][C:17]([CH3:24])([C:21](Cl)=[O:22])[C:18](Cl)=[O:19]. Product: [Cl:1][C:2]1[CH:7]=[CH:6][C:5]([N:8]2[C:18](=[O:19])[C:17]([CH3:24])([CH3:16])[C:21](=[O:22])[NH:15][C:10]3[CH:11]=[CH:12][CH:13]=[CH:14][C:9]2=3)=[CH:4][CH:3]=1. The catalyst class is: 11. (6) Reactant: [Br:1][C:2]1[CH:3]=[C:4]([NH:8][C:9]2[C:18]3[C:13](=[CH:14][N:15]=[C:16](F)[CH:17]=3)[N:12]=[CH:11][C:10]=2[C:20]#[N:21])[CH:5]=[CH:6][CH:7]=1.[CH3:22][N:23]([CH3:27])[CH2:24][CH2:25][O-:26].[Na+]. Product: [Br:1][C:2]1[CH:3]=[C:4]([NH:8][C:9]2[C:18]3[C:13](=[CH:14][N:15]=[C:16]([O:26][CH2:25][CH2:24][N:23]([CH3:27])[CH3:22])[CH:17]=3)[N:12]=[CH:11][C:10]=2[C:20]#[N:21])[CH:5]=[CH:6][CH:7]=1. The catalyst class is: 30. (7) Reactant: O.[NH2:2][C@H:3]([C:9]([O-:11])=[O:10])[CH2:4][CH2:5][CH2:6][CH2:7][NH2:8].[NH2:12][C@H:13]([C:19]([O-:21])=[O:20])[CH2:14][CH2:15][CH2:16][CH2:17][NH2:18].[Mg+2:22]. Product: [NH2:2][C@H:3]([C:9]([O-:11])=[O:10])[CH2:4][CH2:5][CH2:6][CH2:7][NH2:8].[Mg+2:22].[NH2:12][C@H:13]([C:19]([O-:21])=[O:20])[CH2:14][CH2:15][CH2:16][CH2:17][NH2:18]. The catalyst class is: 125.